Task: Predict the reactants needed to synthesize the given product.. Dataset: Full USPTO retrosynthesis dataset with 1.9M reactions from patents (1976-2016) (1) Given the product [F:1][C:2]([F:15])([F:14])[S:3]([O:6][C:23]1[CH:24]=[C:25]2[C:20]([CH:19]=[CH:18][CH:17]=[N:16]2)=[CH:21][CH:22]=1)(=[O:5])=[O:4], predict the reactants needed to synthesize it. The reactants are: [F:1][C:2]([F:15])([F:14])[S:3]([O:6]S(C(F)(F)F)(=O)=O)(=[O:5])=[O:4].[N:16]1[C:25]2[C:20](=[CH:21][CH:22]=[C:23](O)[CH:24]=2)[CH:19]=[CH:18][CH:17]=1.N1C=CC=CC=1. (2) Given the product [CH2:1]([N:8]1[C:16]2[C:11](=[CH:12][CH:13]=[C:14]([Cl:17])[CH:15]=2)[C:10]([S:18][C:19]2[CH:20]=[C:21]([CH:24]=[CH:25][CH:26]=2)[CH:22]=[N:29][OH:30])=[C:9]1[CH3:27])[C:2]1[CH:7]=[CH:6][CH:5]=[CH:4][CH:3]=1, predict the reactants needed to synthesize it. The reactants are: [CH2:1]([N:8]1[C:16]2[C:11](=[CH:12][CH:13]=[C:14]([Cl:17])[CH:15]=2)[C:10]([S:18][C:19]2[CH:20]=[C:21]([CH:24]=[CH:25][CH:26]=2)[CH:22]=O)=[C:9]1[CH3:27])[C:2]1[CH:7]=[CH:6][CH:5]=[CH:4][CH:3]=1.Cl.[NH2:29][OH:30].